From a dataset of Reaction yield outcomes from USPTO patents with 853,638 reactions. Predict the reaction yield, written as a fraction of the theoretical maximum amount of product (1.0 means a 100% yield; for example, 0.34 means a 34% yield). The reactants are [F:1][C:2]1[CH:3]=[C:4]([CH:7]=[CH:8][C:9]=1[CH3:10])[CH:5]=[O:6].[N+:11]([CH:13](S(C1C=CC(C)=CC=1)(=O)=O)[CH3:14])#[C-:12].C([O-])([O-])=O.[K+].[K+]. The catalyst is CO. The product is [F:1][C:2]1[CH:3]=[C:4]([C:5]2[O:6][CH:12]=[N:11][C:13]=2[CH3:14])[CH:7]=[CH:8][C:9]=1[CH3:10]. The yield is 0.820.